This data is from Full USPTO retrosynthesis dataset with 1.9M reactions from patents (1976-2016). The task is: Predict the reactants needed to synthesize the given product. (1) Given the product [Cl:25][C:26]1[CH:34]=[CH:33][CH:32]=[CH:31][C:27]=1[C:28]([NH:20][C@H:19]([C:21]([OH:23])=[O:22])[CH2:18][C:15]1[CH:14]=[CH:13][C:12]([CH2:11][CH2:10][CH2:9][C:7]2[CH:6]=[CH:5][CH:4]=[C:3]([NH:2][CH3:1])[N:8]=2)=[CH:17][N:16]=1)=[O:29], predict the reactants needed to synthesize it. The reactants are: [CH3:1][NH:2][C:3]1[N:8]=[C:7]([CH2:9][CH2:10][CH2:11][C:12]2[CH:13]=[CH:14][C:15]([CH2:18][C@@H:19]([C:21]([O:23]C)=[O:22])[NH2:20])=[N:16][CH:17]=2)[CH:6]=[CH:5][CH:4]=1.[Cl:25][C:26]1[CH:34]=[CH:33][CH:32]=[CH:31][C:27]=1[C:28](O)=[O:29].CN1CCOCC1.CN(C(ON1N=NC2C=CC=CC1=2)=[N+](C)C)C.[B-](F)(F)(F)F.[Li+].[OH-]. (2) Given the product [Cl:1][C:2]1[CH:11]=[C:10]2[C:5]([C:6]([OH:20])=[C:7]([C:15]([NH:31][NH:30][C:21](=[O:29])[CH2:22][CH2:23][CH2:24][CH2:25][CH2:26][CH2:27][CH3:28])=[O:17])[C:8](=[O:14])[N:9]2[CH2:12][CH3:13])=[CH:4][CH:3]=1, predict the reactants needed to synthesize it. The reactants are: [Cl:1][C:2]1[CH:11]=[C:10]2[C:5]([C:6]([OH:20])=[C:7]([C:15]([O:17]CC)=O)[C:8](=[O:14])[N:9]2[CH2:12][CH3:13])=[CH:4][CH:3]=1.[C:21]([NH:30][NH2:31])(=[O:29])[CH2:22][CH2:23][CH2:24][CH2:25][CH2:26][CH2:27][CH3:28]. (3) The reactants are: Cl[CH2:2][C:3](=O)[CH2:4][C:5]([O:7][CH3:8])=[O:6].ClC(=O)CC(OC)=[O:14].[NH2:18][C:19]1[CH:24]=[CH:23][CH:22]=[CH:21][CH:20]=1.C(N)(=O)CCC(N)=O. Given the product [CH3:8][O:7][C:5](=[O:6])[CH2:4][CH2:3][C:2]([NH:18][C:19]1[CH:24]=[CH:23][CH:22]=[CH:21][CH:20]=1)=[O:14], predict the reactants needed to synthesize it. (4) Given the product [CH3:8][C:9]1[S:13][C:12]([NH:14][C:15]2[CH:20]=[CH:19][CH:18]=[CH:17][N:16]=2)=[N:11][C:10]=1[C:21]1[CH:22]=[N:23][N:24]([CH2:5][C:4]([O:3][CH2:1][CH3:2])=[O:7])[CH:25]=1, predict the reactants needed to synthesize it. The reactants are: [CH2:1]([O:3][C:4](=[O:7])[CH2:5]Br)[CH3:2].[CH3:8][C:9]1[S:13][C:12]([NH:14][C:15]2[CH:20]=[CH:19][CH:18]=[CH:17][N:16]=2)=[N:11][C:10]=1[C:21]1[CH:22]=[N:23][NH:24][CH:25]=1.C([O-])([O-])=O.[K+].[K+].O.